Dataset: Forward reaction prediction with 1.9M reactions from USPTO patents (1976-2016). Task: Predict the product of the given reaction. Given the reactants [CH3:1][C:2]1[CH:11]=[C:10]([N:12]2[CH2:16][CH2:15][CH2:14][CH2:13]2)[C:9]2[C:4](=[CH:5][C:6]([OH:17])=[CH:7][CH:8]=2)[N:3]=1.Br[CH2:19][C:20]1[CH:27]=[CH:26][CH:25]=[CH:24][C:21]=1[C:22]#[N:23], predict the reaction product. The product is: [CH3:1][C:2]1[CH:11]=[C:10]([N:12]2[CH2:16][CH2:15][CH2:14][CH2:13]2)[C:9]2[C:4](=[CH:5][C:6]([O:17][CH2:19][C:20]3[CH:27]=[CH:26][CH:25]=[CH:24][C:21]=3[C:22]#[N:23])=[CH:7][CH:8]=2)[N:3]=1.